This data is from CYP2C9 inhibition data for predicting drug metabolism from PubChem BioAssay. The task is: Regression/Classification. Given a drug SMILES string, predict its absorption, distribution, metabolism, or excretion properties. Task type varies by dataset: regression for continuous measurements (e.g., permeability, clearance, half-life) or binary classification for categorical outcomes (e.g., BBB penetration, CYP inhibition). Dataset: cyp2c9_veith. (1) The compound is CCCCC#Cc1ccccc1CC(=O)Nc1ccccc1. The result is 1 (inhibitor). (2) The compound is Cn1cccc1CNC(=O)Nc1ccc(Cl)c(Cl)c1. The result is 1 (inhibitor). (3) The molecule is O=C(O)[C@@H]1CCCN1Cc1cc2ccccc2c2ccccc12. The result is 0 (non-inhibitor). (4) The molecule is CCOC(=O)c1c(C)nc2c(c1-c1ccc(OC)cc1)C(=O)CC(C)(C)C2. The result is 1 (inhibitor). (5) The drug is O=C1c2ccccc2NC(c2ccncc2)N1c1ccccn1. The result is 1 (inhibitor). (6) The drug is COc1ccc(NC(=O)N2CC[C@@]3(CCCN(C(=O)c4cc(C(F)(F)F)cc(C(F)(F)F)c4)C3)C2)cc1. The result is 0 (non-inhibitor).